This data is from Reaction yield outcomes from USPTO patents with 853,638 reactions. The task is: Predict the reaction yield, written as a fraction of the theoretical maximum amount of product (1.0 means a 100% yield; for example, 0.34 means a 34% yield). (1) The reactants are [CH3:1][S:2]([C:5]1[CH:6]=[CH:7][C:8]([N:14]2[CH2:19][CH2:18][O:17][CH2:16][CH2:15]2)=[C:9]([CH:13]=1)[C:10]([OH:12])=O)(=[O:4])=[O:3].[Br:20][C:21]1[CH:22]=[N:23][C:24]([N:27]2[CH2:32][CH2:31][NH:30][CH2:29][CH2:28]2)=[N:25][CH:26]=1. No catalyst specified. The product is [Br:20][C:21]1[CH:22]=[N:23][C:24]([N:27]2[CH2:28][CH2:29][N:30]([C:10]([C:9]3[CH:13]=[C:5]([S:2]([CH3:1])(=[O:3])=[O:4])[CH:6]=[CH:7][C:8]=3[N:14]3[CH2:19][CH2:18][O:17][CH2:16][CH2:15]3)=[O:12])[CH2:31][CH2:32]2)=[N:25][CH:26]=1. The yield is 0.510. (2) The reactants are Br[C:2]1[C:3]([CH3:20])=[C:4]([NH:12]C(=O)OC(C)(C)C)[C:5]([CH3:11])=[C:6]([CH3:10])[C:7]=1[O:8]C.[CH2:21]([Li])[CH2:22][CH2:23][CH3:24].C[CH:27](C)[C:28]([C:30]1[CH:35]=CC(C)=[CH:32][CH:31]=1)=O.Br.[OH-].[Na+].[CH2:41]1COCC1. The catalyst is O. The product is [CH3:24][C:23]1([CH3:41])[CH:22]([C:21]2[CH:32]=[CH:31][C:30]([CH3:35])=[CH:28][CH:27]=2)[C:2]2[C:3]([CH3:20])=[C:4]([NH2:12])[C:5]([CH3:11])=[C:6]([CH3:10])[C:7]=2[O:8]1. The yield is 0.620. (3) The reactants are Br[C:2]1[CH:3]=[C:4]([F:9])[C:5]([Cl:8])=[N:6][CH:7]=1.[C:10](=[O:17])([O:12][C:13]([CH3:16])([CH3:15])[CH3:14])[NH2:11].C(=O)([O-])[O-].[Cs+].[Cs+]. The catalyst is O1CCOCC1.[Pd].[Pd].C(=CC(C=CC1C=CC=CC=1)=O)C1C=CC=CC=1.C(=CC(C=CC1C=CC=CC=1)=O)C1C=CC=CC=1.C(=CC(C=CC1C=CC=CC=1)=O)C1C=CC=CC=1.CC1(C)C2C(=C(P(C3C=CC=CC=3)C3C=CC=CC=3)C=CC=2)OC2C(P(C3C=CC=CC=3)C3C=CC=CC=3)=CC=CC1=2. The product is [C:13]([O:12][C:10](=[O:17])[NH:11][C:2]1[CH:7]=[N:6][C:5]([Cl:8])=[C:4]([F:9])[CH:3]=1)([CH3:16])([CH3:15])[CH3:14]. The yield is 0.860. (4) The reactants are [F:1][B-](F)(F)F.N#[O+].[CH3:8][O:9][C:10](=[O:34])[C:11]1[CH:23]=[C:22]([C:24]2([C:29]3[O:30][CH:31]=[CH:32][CH:33]=3)SCCS2)[CH:21]=[C:13]([C:14]([N:16]([CH3:20])[CH2:17][CH2:18][CH3:19])=[O:15])[CH:12]=1.C1C=CN=CC=1.[FH:41]. The catalyst is ClCCl. The product is [CH3:8][O:9][C:10](=[O:34])[C:11]1[CH:23]=[C:22]([C:24]([F:1])([F:41])[C:29]2[O:30][CH:31]=[CH:32][CH:33]=2)[CH:21]=[C:13]([C:14]([N:16]([CH3:20])[CH2:17][CH2:18][CH3:19])=[O:15])[CH:12]=1. The yield is 0.300. (5) The reactants are [C:1]([C:4]1[N:9]=[N:8][C:7]([NH:10][C@@H:11]2[CH2:16][CH2:15][O:14][CH2:13][C@@H:12]2[NH:17]C(=O)OC(C)(C)C)=[CH:6][C:5]=1[NH:25][C:26]1[CH:31]=[CH:30][C:29]([CH:32]([CH3:34])[CH3:33])=[C:28]([O:35][CH3:36])[N:27]=1)(=[O:3])[NH2:2].FC(F)(F)C(O)=O. The catalyst is ClCCl.[NH4+].[OH-].O. The product is [NH2:17][C@@H:12]1[C@H:11]([NH:10][C:7]2[N:8]=[N:9][C:4]([C:1]([NH2:2])=[O:3])=[C:5]([NH:25][C:26]3[CH:31]=[CH:30][C:29]([CH:32]([CH3:34])[CH3:33])=[C:28]([O:35][CH3:36])[N:27]=3)[CH:6]=2)[CH2:16][CH2:15][O:14][CH2:13]1. The yield is 0.310. (6) The product is [C:15]([O:14][C:12]([N:7]1[CH2:8][CH2:9][C:10](=[O:11])[CH:5]([C:3](=[O:4])[N:32]([CH2:31][C:21]2[C:20]([Cl:19])=[CH:25][N:24]=[C:23]([CH2:26][CH2:27][CH2:28][O:29][CH3:30])[CH:22]=2)[CH:33]2[CH2:35][CH2:34]2)[CH2:6]1)=[O:13])([CH3:16])([CH3:17])[CH3:18]. The reactants are CO[C:3]([C:5]1[CH2:6][N:7]([C:12]([O:14][C:15]([CH3:18])([CH3:17])[CH3:16])=[O:13])[CH2:8][CH2:9][C:10]=1[OH:11])=[O:4].[Cl:19][C:20]1[C:21]([CH2:31][NH:32][CH:33]2[CH2:35][CH2:34]2)=[CH:22][C:23]([CH2:26][CH2:27][CH2:28][O:29][CH3:30])=[N:24][CH:25]=1.O.C1(C)C=CC(S(O)(=O)=O)=CC=1.CCOC(C)=O. The yield is 0.460. The catalyst is C1(C)C=CC=CC=1. (7) The reactants are [C:1]([O:5][C:6]1[CH:14]=[C:13]2[C:9]([CH:10]=[C:11]([C:15]([CH3:18])([CH3:17])[CH3:16])[NH:12]2)=[CH:8][C:7]=1[N+:19]([O-])=O)([CH3:4])([CH3:3])[CH3:2]. The catalyst is CO.[Ni]. The product is [C:1]([O:5][C:6]1[CH:14]=[C:13]2[C:9]([CH:10]=[C:11]([C:15]([CH3:18])([CH3:17])[CH3:16])[NH:12]2)=[CH:8][C:7]=1[NH2:19])([CH3:4])([CH3:3])[CH3:2]. The yield is 0.320.